Dataset: Experimentally validated miRNA-target interactions with 360,000+ pairs, plus equal number of negative samples. Task: Binary Classification. Given a miRNA mature sequence and a target amino acid sequence, predict their likelihood of interaction. (1) The miRNA is hsa-miR-222-3p with sequence AGCUACAUCUGGCUACUGGGU. The protein sequence of the target gene is MSLVGGFPHHPVVHHDGYPFAAAAAAAASRCHEENPYFHGWLISHPEMSPPDYSMAPSYSPEYANGAAGLDHSHYGGVPGSGAGGLMQRPVKRRGTANRKERRRTISINSAFAELRECIPNVPADTKLSKIKTLRLATSYIAYLMDLLAKDDQNGETEAFKAEIKKTDVKEEKRKKELNELLKSTVCSNDKKTKGRTGWPQHVWALELKQ. Result: 0 (no interaction). (2) The miRNA is hsa-miR-4534 with sequence GGAUGGAGGAGGGGUCU. The protein sequence of the target gene is MRLLRRRHMPLRLAMVGCAFVLFLFLLHRDVSSREEATEKPWLKSLVSRKDHVLDLMLEAMNNLRDSMPKLQIRAPEAQQTLFSINQSCLPGFYTPAELKPFWERPPQDPNAPGADGKAFQKSKWTPLETQEKEEGYKKHCFNAFASDRISLQRSLGPDTRPPECVDQKFRRCPPLATTSVIIVFHNEAWSTLLRTVYSVLHTTPAILLKEIILVDDASTEEHLKEKLEQYVKQLQVVRVVRQEERKGLITARLLGASVAQAEVLTFLDAHCECFHGWLEPLLARIAEDKTVVVSPDIVT.... Result: 1 (interaction). (3) The miRNA is mmu-miR-149-5p with sequence UCUGGCUCCGUGUCUUCACUCCC. The protein sequence of the target gene is MESSEPEPTEDASMDAFLEKFQSQPYRGGFREDQWEEEFDKIPLFMKKAPSEIDPEEFPDLACLQSMIFDDDRYPEEQAKTYKDEGNDYFKEKDYKKAVLSYSEGLKKKCADPDLNAVLYTNRAAAQYYLGNVRSSLNDVLAAKKLKPGHLKAIIRGALCHLELKHFAEAVNWCDEGLQIDAKEKKLLEIRAKADKLKRMEERDLRKAKLKEKKEQHQNEALLQAIKARNIRLVSESAGEDEDSASNGPAEILLDGLSSENPYGARLSIDDQGRLSWPVLFLYPEYAQSDFISAFHEDTR.... Result: 0 (no interaction).